Dataset: Full USPTO retrosynthesis dataset with 1.9M reactions from patents (1976-2016). Task: Predict the reactants needed to synthesize the given product. (1) Given the product [Cl:8][C:4]1[CH:5]=[N:6][CH:7]=[C:2]([O:22][C:18]2[C:19]3[CH:10]=[CH:11][N:12]=[CH:13][C:14]=3[CH:15]=[CH:16][CH:17]=2)[N:3]=1, predict the reactants needed to synthesize it. The reactants are: Cl[C:2]1[CH:7]=[N:6][CH:5]=[C:4]([Cl:8])[N:3]=1.O[C:10]1[C:19]2[C:14](=[CH:15][CH:16]=[CH:17][CH:18]=2)[CH:13]=[N:12][CH:11]=1.CC[O:22]C(C)=O. (2) Given the product [Cl:1][C:2]1[N:3]=[N:4][C:5]([Cl:8])=[CH:6][C:7]=1[C:19]([C:18]1[CH:22]=[CH:23][C:15]([F:14])=[CH:16][CH:17]=1)=[O:20], predict the reactants needed to synthesize it. The reactants are: [Cl:1][C:2]1[N:3]=[N:4][C:5]([Cl:8])=[CH:6][CH:7]=1.[Li+].[Cl-].C([Cu])#N.[F:14][C:15]1[CH:23]=[CH:22][C:18]([C:19](Cl)=[O:20])=[CH:17][CH:16]=1. (3) Given the product [F:1][C:2]1[CH:7]=[CH:6][CH:5]=[CH:4][C:3]=1[CH2:8][CH2:9][C:12]#[N:13], predict the reactants needed to synthesize it. The reactants are: [F:1][C:2]1[CH:7]=[CH:6][CH:5]=[CH:4][C:3]=1[CH2:8][CH2:9]O.C[CH2:12][N:13](CC)CC.CS(Cl)(=O)=O.[C-]#N.[K+]. (4) The reactants are: [I:1][C:2]1[C:7]([CH3:8])=[CH:6][N:5]=[C:4]([CH2:9][NH:10][C:11]2[C:16]([NH2:17])=[C:15]([Cl:18])[N:14]=[C:13]([NH2:19])[N:12]=2)[C:3]=1[CH3:20].Cl[C:22](Cl)([O:24]C(=O)OC(Cl)(Cl)Cl)Cl. Given the product [NH2:19][C:13]1[N:12]=[C:11]2[C:16]([NH:17][C:22](=[O:24])[N:10]2[CH2:9][C:4]2[C:3]([CH3:20])=[C:2]([I:1])[C:7]([CH3:8])=[CH:6][N:5]=2)=[C:15]([Cl:18])[N:14]=1, predict the reactants needed to synthesize it. (5) The reactants are: [NH2:1][C:2]1[NH:6][N:5]=[C:4]([NH:7][C:8]2[CH:13]=[CH:12][C:11]([F:14])=[CH:10][CH:9]=2)[C:3]=1[C:15]([NH2:17])=[O:16].[CH3:18][C:19]1[CH:20]=[C:21]([CH:24]=[C:25]([CH3:28])[C:26]=1[OH:27])[CH:22]=O.[BH4-].[Na+].O. Given the product [F:14][C:11]1[CH:10]=[CH:9][C:8]([NH:7][C:4]2[C:3]([C:15]([NH2:17])=[O:16])=[C:2]([NH:1][CH2:22][C:21]3[CH:24]=[C:25]([CH3:28])[C:26]([OH:27])=[C:19]([CH3:18])[CH:20]=3)[NH:6][N:5]=2)=[CH:13][CH:12]=1, predict the reactants needed to synthesize it.